Task: Regression. Given a peptide amino acid sequence and an MHC pseudo amino acid sequence, predict their binding affinity value. This is MHC class I binding data.. Dataset: Peptide-MHC class I binding affinity with 185,985 pairs from IEDB/IMGT (1) The peptide sequence is IVHVDHECF. The MHC is HLA-A02:06 with pseudo-sequence HLA-A02:06. The binding affinity (normalized) is 0.0847. (2) The peptide sequence is QPTLIGANA. The MHC is HLA-B07:02 with pseudo-sequence HLA-B07:02. The binding affinity (normalized) is 0.0641. (3) The peptide sequence is KTDIVNTTY. The MHC is HLA-B48:01 with pseudo-sequence HLA-B48:01. The binding affinity (normalized) is 0.0847.